This data is from Forward reaction prediction with 1.9M reactions from USPTO patents (1976-2016). The task is: Predict the product of the given reaction. (1) Given the reactants [C:1]([N:8]([C:16]1[C:20]2[CH:21]=[C:22]([CH3:25])[CH:23]=[CH:24][C:19]=2[O:18][N:17]=1)[C:9]([O:11][C:12]([CH3:15])([CH3:14])[CH3:13])=[O:10])([O:3][C:4]([CH3:7])([CH3:6])[CH3:5])=[O:2].[Br:26]N1C(=O)CCC1=O.N(C(C)(C)C#N)=NC(C)(C)C#N, predict the reaction product. The product is: [C:9]([N:8]([C:16]1[C:20]2[CH:21]=[C:22]([CH2:25][Br:26])[CH:23]=[CH:24][C:19]=2[O:18][N:17]=1)[C:1]([O:3][C:4]([CH3:5])([CH3:6])[CH3:7])=[O:2])([O:11][C:12]([CH3:15])([CH3:14])[CH3:13])=[O:10]. (2) Given the reactants [F-].C([N+](CCCC)(CCCC)CCCC)CCC.C[Si](C)(C)[C:21]#[C:22][C:23]1[N:27]=[CH:26][N:25]([C:28]([C:41]2[CH:46]=[CH:45][CH:44]=[CH:43][CH:42]=2)([C:35]2[CH:40]=[CH:39][CH:38]=[CH:37][CH:36]=2)[C:29]2[CH:34]=[CH:33][CH:32]=[CH:31][CH:30]=2)[N:24]=1, predict the reaction product. The product is: [C:22]([C:23]1[N:27]=[CH:26][N:25]([C:28]([C:35]2[CH:40]=[CH:39][CH:38]=[CH:37][CH:36]=2)([C:29]2[CH:30]=[CH:31][CH:32]=[CH:33][CH:34]=2)[C:41]2[CH:46]=[CH:45][CH:44]=[CH:43][CH:42]=2)[N:24]=1)#[CH:21]. (3) Given the reactants Br[C:2]1[CH:10]=[C:9]2[C:5]([CH2:6][CH2:7][C:8]2([CH3:12])[CH3:11])=[CH:4][CH:3]=1.C([Li])CCC.[N:18]([C:27]([O:29][C:30]([CH3:33])([CH3:32])[CH3:31])=[O:28])=[N:19][C:20]([O:22][C:23]([CH3:26])([CH3:25])[CH3:24])=[O:21].CO, predict the reaction product. The product is: [CH3:11][C:8]1([CH3:12])[C:9]2[C:5](=[CH:4][CH:3]=[C:2]([N:18]([C:27]([O:29][C:30]([CH3:33])([CH3:32])[CH3:31])=[O:28])[NH:19][C:20]([O:22][C:23]([CH3:24])([CH3:25])[CH3:26])=[O:21])[CH:10]=2)[CH:6]=[CH:7]1.[CH3:11][C:8]1([CH3:12])[C:9]2[C:5](=[CH:4][CH:3]=[C:2]([N:18]([C:27]([O:29][C:30]([CH3:33])([CH3:32])[CH3:31])=[O:28])[NH:19][C:20]([O:22][C:23]([CH3:24])([CH3:25])[CH3:26])=[O:21])[CH:10]=2)[CH2:6][CH2:7]1. (4) Given the reactants [CH2:1]([O:3][C:4]([C:6]1[C:7]([Cl:24])=[C:8]2[CH:14]=[CH:13][N:12](CC3C=CC(OC)=CC=3)[C:9]2=[N:10][CH:11]=1)=[O:5])[CH3:2], predict the reaction product. The product is: [CH2:1]([O:3][C:4]([C:6]1[C:7]([Cl:24])=[C:8]2[CH:14]=[CH:13][NH:12][C:9]2=[N:10][CH:11]=1)=[O:5])[CH3:2]. (5) Given the reactants [NH2:1][C:2]1([CH2:8]O)[CH2:7][CH2:6][O:5][CH2:4][CH2:3]1.C(N(CC)CC)C.[C:17]1([CH3:27])[CH:22]=[CH:21][C:20]([S:23](Cl)(=[O:25])=[O:24])=[CH:19][CH:18]=1, predict the reaction product. The product is: [CH3:27][C:17]1[CH:22]=[CH:21][C:20]([S:23]([N:1]2[C:2]3([CH2:7][CH2:6][O:5][CH2:4][CH2:3]3)[CH2:8]2)(=[O:25])=[O:24])=[CH:19][CH:18]=1. (6) Given the reactants [C:1]([C:3]1[CH:4]=[C:5]([CH:27]([CH3:35])[C:28]([O:30]C(C)(C)C)=[O:29])[CH:6]=[CH:7][C:8]=1[O:9][C:10]1[CH:15]=[CH:14][C:13]([NH:16][C:17](=[O:26])[C:18]2[CH:23]=[CH:22][C:21]([Cl:24])=[C:20]([Cl:25])[CH:19]=2)=[CH:12][CH:11]=1)#[N:2].C(O)(C(F)(F)F)=O, predict the reaction product. The product is: [C:1]([C:3]1[CH:4]=[C:5]([CH:27]([CH3:35])[C:28]([OH:30])=[O:29])[CH:6]=[CH:7][C:8]=1[O:9][C:10]1[CH:11]=[CH:12][C:13]([NH:16][C:17](=[O:26])[C:18]2[CH:23]=[CH:22][C:21]([Cl:24])=[C:20]([Cl:25])[CH:19]=2)=[CH:14][CH:15]=1)#[N:2]. (7) Given the reactants [CH3:1][O:2][C:3]1[CH:4]=[C:5]([S:9][CH2:10][C:11]([C:13]2[CH:14]=[N:15][CH:16]=[CH:17][CH:18]=2)=O)[CH:6]=[CH:7][CH:8]=1.[OH-].[Na+], predict the reaction product. The product is: [CH3:1][O:2][C:3]1[CH:8]=[CH:7][C:6]2[C:11]([C:13]3[CH:14]=[N:15][CH:16]=[CH:17][CH:18]=3)=[CH:10][S:9][C:5]=2[CH:4]=1. (8) The product is: [I:28][C:2]([CH3:27])([CH3:26])[C:3]([O:5][CH2:6][CH2:7][CH2:8][CH2:9][CH2:10][CH2:11][S:12][CH2:13][CH2:14][CH2:15][Si:16]([O:23][CH2:24][CH3:25])([O:20][CH2:21][CH3:22])[O:17][CH2:18][CH3:19])=[O:4]. Given the reactants Br[C:2]([CH3:27])([CH3:26])[C:3]([O:5][CH2:6][CH2:7][CH2:8][CH2:9][CH2:10][CH2:11][S:12][CH2:13][CH2:14][CH2:15][Si:16]([O:23][CH2:24][CH3:25])([O:20][CH2:21][CH3:22])[O:17][CH2:18][CH3:19])=[O:4].[I-:28].[Na+], predict the reaction product.